From a dataset of Peptide-MHC class II binding affinity with 134,281 pairs from IEDB. Regression. Given a peptide amino acid sequence and an MHC pseudo amino acid sequence, predict their binding affinity value. This is MHC class II binding data. (1) The peptide sequence is GTKTPVSPGEMRLRD. The MHC is DRB1_1301 with pseudo-sequence DRB1_1301. The binding affinity (normalized) is 0.390. (2) The peptide sequence is ASYFAADRILPELTE. The MHC is DRB1_1501 with pseudo-sequence DRB1_1501. The binding affinity (normalized) is 0.609. (3) The peptide sequence is VALDYPSGTSGSPIV. The MHC is DRB3_0101 with pseudo-sequence DRB3_0101. The binding affinity (normalized) is 0.304. (4) The peptide sequence is SHILGPERPSQQQPLPPQQTL. The MHC is DRB4_0101 with pseudo-sequence DRB4_0103. The binding affinity (normalized) is 0.288. (5) The peptide sequence is RELQIVDKIDAAFKI. The MHC is DRB4_0101 with pseudo-sequence DRB4_0103. The binding affinity (normalized) is 0.605. (6) The MHC is DRB3_0101 with pseudo-sequence DRB3_0101. The binding affinity (normalized) is 0.264. The peptide sequence is GLVPKLDAAYSVAYK. (7) The peptide sequence is IVLASAALGPLIEGN. The MHC is HLA-DQA10501-DQB10402 with pseudo-sequence HLA-DQA10501-DQB10402. The binding affinity (normalized) is 0.434. (8) The peptide sequence is YVYEPFPKEVWEQIF. The MHC is HLA-DQA10101-DQB10501 with pseudo-sequence HLA-DQA10101-DQB10501. The binding affinity (normalized) is 0.270.